From a dataset of Catalyst prediction with 721,799 reactions and 888 catalyst types from USPTO. Predict which catalyst facilitates the given reaction. (1) Reactant: [OH:1][C:2]1[CH:7]=[N:6][N:5]([CH:8]2[CH2:13][CH2:12][CH2:11][CH2:10][O:9]2)[C:4](=[O:14])[CH:3]=1.Br[CH2:16][C:17]1[CH:18]=[CH:19][C:20]([C:23]([F:26])([F:25])[F:24])=[N:21][CH:22]=1.C([O-])([O-])=O.[K+].[K+]. Product: [O:9]1[CH2:10][CH2:11][CH2:12][CH2:13][CH:8]1[N:5]1[C:4](=[O:14])[CH:3]=[C:2]([O:1][CH2:16][C:17]2[CH:22]=[N:21][C:20]([C:23]([F:26])([F:24])[F:25])=[CH:19][CH:18]=2)[CH:7]=[N:6]1. The catalyst class is: 85. (2) Reactant: [Cl:1][C:2]1[CH:7]=[C:6]([C:8]#[N:9])[C:5]([O:10][CH3:11])=[CH:4][C:3]=1[NH:12][C@H:13]1[CH2:18][CH2:17][C@H:16]([NH:19]C(=O)OC(C)(C)C)[CH2:15][CH2:14]1.Cl.O1CCOCC1. Product: [NH2:19][C@H:16]1[CH2:17][CH2:18][C@H:13]([NH:12][C:3]2[C:2]([Cl:1])=[CH:7][C:6]([C:8]#[N:9])=[C:5]([O:10][CH3:11])[CH:4]=2)[CH2:14][CH2:15]1. The catalyst class is: 2. (3) Reactant: [Br:1][C:2]1[N:7]=[C:6]([CH:8]=[C:9]([C:27]#[N:28])[C:10]([NH:12][CH:13]([C:17]2[CH:22]=[CH:21][C:20]([O:23]COC)=[CH:19][CH:18]=2)[CH2:14][CH2:15][CH3:16])=[O:11])[CH:5]=[CH:4][CH:3]=1.Cl.CO. Product: [Br:1][C:2]1[N:7]=[C:6](/[CH:8]=[C:9](\[C:27]#[N:28])/[C:10]([NH:12][CH:13]([C:17]2[CH:22]=[CH:21][C:20]([OH:23])=[CH:19][CH:18]=2)[CH2:14][CH2:15][CH3:16])=[O:11])[CH:5]=[CH:4][CH:3]=1. The catalyst class is: 521. (4) Reactant: [S:1]1[CH2:5][CH2:4][C:3](=O)[CH2:2]1.[Si](OS(C(F)(F)F)(=O)=O)(C)(C)C.[Br:19][C:20]1[CH:21]=[C:22]2[C:26](=[C:27]([C:29]([O:31][CH2:32][CH3:33])=[O:30])[CH:28]=1)[NH:25][CH:24]=[CH:23]2.C([SiH](CC)CC)C. Product: [Br:19][C:20]1[CH:21]=[C:22]2[C:26](=[C:27]([C:29]([O:31][CH2:32][CH3:33])=[O:30])[CH:28]=1)[NH:25][CH:24]=[C:23]2[CH:3]1[CH2:4][CH2:5][S:1][CH2:2]1. The catalyst class is: 4.